From a dataset of Catalyst prediction with 721,799 reactions and 888 catalyst types from USPTO. Predict which catalyst facilitates the given reaction. Reactant: [Cl:1][C:2]1[N:7]=[C:6]([NH:8][CH2:9][CH3:10])[C:5]([CH:11]=O)=[CH:4][N:3]=1.[CH3:13][C:14]1[CH:19]=[C:18]([C:20]2[C:25]([CH3:26])=[N:24][CH:23]=[CH:22][N:21]=2)[CH:17]=[CH:16][C:15]=1[CH2:27][C:28](OC)=[O:29].C1CCN2C(=NCCC2)CC1. Product: [Cl:1][C:2]1[N:3]=[CH:4][C:5]2[CH:11]=[C:27]([C:15]3[CH:16]=[CH:17][C:18]([C:20]4[C:25]([CH3:26])=[N:24][CH:23]=[CH:22][N:21]=4)=[CH:19][C:14]=3[CH3:13])[C:28](=[O:29])[N:8]([CH2:9][CH3:10])[C:6]=2[N:7]=1. The catalyst class is: 58.